From a dataset of Reaction yield outcomes from USPTO patents with 853,638 reactions. Predict the reaction yield, written as a fraction of the theoretical maximum amount of product (1.0 means a 100% yield; for example, 0.34 means a 34% yield). (1) The reactants are [OH-].[Na+].C([O:6][C:7](=[O:33])[C:8]1[CH:13]=[CH:12][CH:11]=[CH:10][C:9]=1[C:14]1[C:15]2[C:20]([O:21][C:22]3[C:27]=1[CH:26]=[CH:25][C:24](=[O:28])[CH:23]=3)=[CH:19][C:18]([O:29][CH2:30][CH:31]=[CH2:32])=[CH:17][CH:16]=2)C=C. The catalyst is CO. The product is [OH:28][C:24]1[CH:25]=[CH:26][C:27]2[C:14]3([C:9]4[C:8](=[CH:13][CH:12]=[CH:11][CH:10]=4)[C:7](=[O:6])[O:33]3)[C:15]3[C:20]([O:21][C:22]=2[CH:23]=1)=[CH:19][C:18]([O:29][CH2:30][CH:31]=[CH2:32])=[CH:17][CH:16]=3. The yield is 0.650. (2) The reactants are [N+](=[CH:3][C:4]([O:6][CH2:7][C:8]1[CH:13]=[CH:12][CH:11]=[CH:10][CH:9]=1)=[O:5])=[N-].[C:14]([SiH:18]([C:20]([CH3:23])([CH3:22])[CH3:21])Cl)([CH3:17])([CH3:16])[CH3:15].N1C=CN=C1.[CH2:29]([OH:36])[C:30]1[CH:35]=[CH:34][CH:33]=[CH:32][CH:31]=1.C([O-])(O)=[O:38].[Na+]. The catalyst is ClCCl.CN(C1C=CN=CC=1)C.CN(C=O)C. The product is [CH2:29]([O:36][Si:18]([C:20]([CH3:23])([CH3:22])[CH3:21])([C:14]([CH3:17])([CH3:16])[CH3:15])[CH2:3][C:4]([O:6][CH2:7][C:8]1[CH:13]=[CH:12][CH:11]=[CH:10][CH:9]=1)=[O:5])[C:30]1[CH:35]=[CH:34][CH:33]=[CH:32][CH:31]=1.[C:14]([Si:18]([C:20]([CH3:23])([CH3:22])[CH3:21])([OH:38])[CH2:3][C:4]([O:6][CH2:7][C:8]1[CH:13]=[CH:12][CH:11]=[CH:10][CH:9]=1)=[O:5])([CH3:17])([CH3:16])[CH3:15]. The yield is 0.110. (3) The reactants are [NH2:1][C:2]1[S:3][C:4](Br)=[C:5]([C:7]([CH3:10])([CH3:9])[CH3:8])[N:6]=1.[NH:12]1[CH2:17][CH2:16][CH2:15][CH2:14][CH2:13]1.C(=O)([O-])[O-].[K+].[K+].C(#N)C. The catalyst is O. The product is [NH2:1][C:2]1[S:3][C:4]([N:12]2[CH2:17][CH2:16][CH2:15][CH2:14][CH2:13]2)=[C:5]([C:7]([CH3:10])([CH3:9])[CH3:8])[N:6]=1. The yield is 0.793. (4) The reactants are F[C:2]1[CH:3]=C(NC(=O)CC(NC2C=CC(F)=CC=2)=O)[CH:5]=[CH:6][C:7]=1[O:8]C1C=CN=C(NCCN2CCOCC2)C=1.F[C:39]1[CH:44]=[CH:43][C:42]([CH2:45]C(N=C=O)=O)=[CH:41][CH:40]=1.COC1C=CC([CH2:57][NH:58][C:59]2[N:64]=[CH:63][N:62]=[C:61]([O:65][C:66]3[CH:71]=[CH:70][C:69]([NH:72][C:73]([NH:75][C:76](=[O:85])[CH2:77][C:78]4[CH:83]=[CH:82][C:81]([F:84])=[CH:80][CH:79]=4)=[O:74])=[CH:68][C:67]=3[F:86])[CH:60]=2)=CC=1. The catalyst is C1COCC1. The product is [CH2:45]([O:8][C:7]1[CH:6]=[CH:5][C:57]([NH:58][C:59]2[N:64]=[CH:63][N:62]=[C:61]([O:65][C:66]3[CH:71]=[CH:70][C:69]([NH:72][C:73]([NH:75][C:76](=[O:85])[CH2:77][C:78]4[CH:79]=[CH:80][C:81]([F:84])=[CH:82][CH:83]=4)=[O:74])=[CH:68][C:67]=3[F:86])[CH:60]=2)=[CH:3][CH:2]=1)[C:42]1[CH:41]=[CH:40][CH:39]=[CH:44][CH:43]=1. The yield is 0.900. (5) The reactants are [Cl:1][C:2]1[C:10]([O:11][CH2:12][CH2:13][O:14][CH2:15][CH2:16][O:17][CH3:18])=[CH:9][C:5]([C:6]([OH:8])=O)=[CH:4][N:3]=1.[C:19]1([S:29]([NH2:32])(=[O:31])=[O:30])[C:20]([S:25]([NH2:28])(=[O:27])=[O:26])=[CH:21][CH:22]=[CH:23][CH:24]=1. The catalyst is CN(C)C1C=CN=CC=1.CN(C)C=O. The product is [Cl:1][C:2]1[C:10]([O:11][CH2:12][CH2:13][O:14][CH2:15][CH2:16][O:17][CH3:18])=[CH:9][C:5]([C:6]([NH:32][S:29]([C:19]2[CH:24]=[CH:23][CH:22]=[CH:21][C:20]=2[S:25](=[O:27])(=[O:26])[NH2:28])(=[O:31])=[O:30])=[O:8])=[CH:4][N:3]=1. The yield is 0.810. (6) The reactants are [CH:1]1([N:7]([CH:18]2[CH2:23][CH2:22][CH2:21][CH2:20][CH2:19]2)[C:8]([NH:10][C:11]2[S:12][C:13]([CH:16]=O)=[CH:14][N:15]=2)=[O:9])[CH2:6][CH2:5][CH2:4][CH2:3][CH2:2]1.Cl.[NH:25]1[CH2:29][CH2:28][CH:27]([NH:30][S:31]([CH2:34][CH3:35])(=[O:33])=[O:32])[CH2:26]1.C(O[BH-](OC(=O)C)OC(=O)C)(=O)C.[Na+]. No catalyst specified. The product is [CH:1]1([N:7]([CH:18]2[CH2:23][CH2:22][CH2:21][CH2:20][CH2:19]2)[C:8](=[O:9])[NH:10][C:11]2[S:12][C:13]([CH2:16][N:25]3[CH2:29][CH2:28][CH:27]([NH:30][S:31]([CH2:34][CH3:35])(=[O:33])=[O:32])[CH2:26]3)=[CH:14][N:15]=2)[CH2:6][CH2:5][CH2:4][CH2:3][CH2:2]1. The yield is 0.470. (7) The reactants are [I:1][C:2]1[CH:3]=[C:4]2[C:8](=[CH:9][C:10]=1[CH3:11])[NH:7][N:6]=[CH:5]2.[F:12][C:13]1[CH:18]=[CH:17][C:16](B(O)O)=[CH:15][CH:14]=1.N1C=CC=CC=1. The catalyst is ClCCl.C([O-])(=O)C.[Cu+2].C([O-])(=O)C. The product is [F:12][C:13]1[CH:18]=[CH:17][C:16]([N:7]2[C:8]3[C:4](=[CH:3][C:2]([I:1])=[C:10]([CH3:11])[CH:9]=3)[CH:5]=[N:6]2)=[CH:15][CH:14]=1. The yield is 0.510.